Dataset: Peptide-MHC class II binding affinity with 134,281 pairs from IEDB. Task: Regression. Given a peptide amino acid sequence and an MHC pseudo amino acid sequence, predict their binding affinity value. This is MHC class II binding data. (1) The MHC is DRB1_1201 with pseudo-sequence DRB1_1201. The binding affinity (normalized) is 0. The peptide sequence is AAPGAGYTPATPAAP. (2) The peptide sequence is NIVVNVFNQLDQPLL. The MHC is DRB1_0101 with pseudo-sequence DRB1_0101. The binding affinity (normalized) is 0.455.